This data is from Forward reaction prediction with 1.9M reactions from USPTO patents (1976-2016). The task is: Predict the product of the given reaction. (1) Given the reactants Cl[C:2]1[N:7]=[C:6]([NH:8][CH2:9][CH2:10][CH3:11])[N:5]=[C:4]([NH:12][CH2:13][CH2:14][CH3:15])[N:3]=1.Cl.[F:17][CH:18]([F:22])[CH2:19][O:20][NH2:21], predict the reaction product. The product is: [CH2:13]([NH:12][C:4]1[N:5]=[C:6]([NH:8][CH2:9][CH2:10][CH3:11])[N:7]=[C:2]([NH:21][O:20][CH2:19][CH:18]([F:22])[F:17])[N:3]=1)[CH2:14][CH3:15]. (2) Given the reactants [Br:1][CH2:2][C:3](Br)=[O:4].[CH2:6]([O:13][CH2:14][CH:15]([NH:26][C:27](=[O:33])[O:28][C:29]([CH3:32])([CH3:31])[CH3:30])[CH2:16][NH:17][CH2:18][C:19]1[CH:24]=[CH:23][C:22]([F:25])=[CH:21][CH:20]=1)[C:7]1[CH:12]=[CH:11][CH:10]=[CH:9][CH:8]=1.C(N(CC)CC)C, predict the reaction product. The product is: [CH2:6]([O:13][CH2:14][CH:15]([NH:26][C:27](=[O:33])[O:28][C:29]([CH3:31])([CH3:30])[CH3:32])[CH2:16][N:17]([C:3](=[O:4])[CH2:2][Br:1])[CH2:18][C:19]1[CH:24]=[CH:23][C:22]([F:25])=[CH:21][CH:20]=1)[C:7]1[CH:12]=[CH:11][CH:10]=[CH:9][CH:8]=1. (3) Given the reactants C(OC([NH:8][CH2:9][CH:10]1[CH2:14][CH2:13][CH2:12][N:11]1[C:15]([C:17]1[CH:42]=[CH:41][C:20]([C:21]([NH:23][CH:24]([C:31]2[NH:35][C:34]3[CH:36]=[CH:37][C:38]([Cl:40])=[CH:39][C:33]=3[N:32]=2)[CH2:25][C:26]2[N:27]=[CH:28][NH:29][CH:30]=2)=[O:22])=[CH:19][C:18]=1[Cl:43])=[O:16])=O)(C)(C)C.FC(F)(F)C(O)=O.ClCl, predict the reaction product. The product is: [NH2:8][CH2:9][CH:10]1[CH2:14][CH2:13][CH2:12][N:11]1[C:15]([C:17]1[CH:42]=[CH:41][C:20]([C:21]([NH:23][CH:24]([C:31]2[NH:35][C:34]3[CH:36]=[CH:37][C:38]([Cl:40])=[CH:39][C:33]=3[N:32]=2)[CH2:25][C:26]2[N:27]=[CH:28][NH:29][CH:30]=2)=[O:22])=[CH:19][C:18]=1[Cl:43])=[O:16]. (4) Given the reactants [Cl:1][C:2]1[CH:3]=[C:4]([C:8](=O)[CH3:9])[CH:5]=[CH:6][CH:7]=1.[C:11]([CH2:13][C:14]([O:16][CH2:17][CH3:18])=[O:15])#[N:12].C([O-])(=O)C.[NH4+], predict the reaction product. The product is: [CH2:17]([O:16][C:14](=[O:15])[C:13]([C:11]#[N:12])=[C:8]([C:4]1[CH:5]=[CH:6][CH:7]=[C:2]([Cl:1])[CH:3]=1)[CH3:9])[CH3:18]. (5) Given the reactants [F:1][C:2]([F:41])([F:40])[C:3]1[CH:4]=[C:5]([CH:33]=[C:34]([C:36]([F:39])([F:38])[F:37])[CH:35]=1)[CH2:6][N:7]([CH2:14][C:15]1[CH:20]=[C:19]([C:21]([F:24])([F:23])[F:22])[CH:18]=[CH:17][C:16]=1[C:25]([CH:28]1[CH2:32][CH2:31][CH2:30][CH2:29]1)([OH:27])[CH3:26])[C:8]1[N:9]=[N:10][N:11]([CH3:13])[N:12]=1.[H-].[Na+].[CH3:44]I, predict the reaction product. The product is: [F:39][C:36]([F:37])([F:38])[C:34]1[CH:33]=[C:5]([CH:4]=[C:3]([C:2]([F:1])([F:40])[F:41])[CH:35]=1)[CH2:6][N:7]([CH2:14][C:15]1[CH:20]=[C:19]([C:21]([F:24])([F:23])[F:22])[CH:18]=[CH:17][C:16]=1[C:25]([CH:28]1[CH2:32][CH2:31][CH2:30][CH2:29]1)([O:27][CH3:44])[CH3:26])[C:8]1[N:9]=[N:10][N:11]([CH3:13])[N:12]=1. (6) Given the reactants F[C:2]1[CH:9]=[CH:8][C:7]([O:10][C:11]([F:14])([F:13])[F:12])=[CH:6][C:3]=1[C:4]#[N:5].[CH3:15][S-:16].[Na+].[ClH:18], predict the reaction product. The product is: [ClH:18].[CH3:15][S:16][C:2]1[CH:9]=[CH:8][C:7]([O:10][C:11]([F:14])([F:13])[F:12])=[CH:6][C:3]=1[CH2:4][NH2:5]. (7) Given the reactants [CH3:1][N:2]1[CH:7]([C:8]2[CH:15]=[CH:14][C:11]([C:12]#[N:13])=[CH:10][C:9]=2[S:16][CH3:17])[C:6]2[C:18](=[O:21])[CH2:19][CH2:20][C:5]=2[N:4]([C:22]2[CH:27]=[CH:26][CH:25]=[C:24]([C:28]([F:31])([F:30])[F:29])[CH:23]=2)[C:3]1=[O:32].ClC1C=C(C=CC=1)C(OO)=[O:38], predict the reaction product. The product is: [CH3:1][N:2]1[CH:7]([C:8]2[CH:15]=[CH:14][C:11]([C:12]#[N:13])=[CH:10][C:9]=2[S:16]([CH3:17])=[O:38])[C:6]2[C:18](=[O:21])[CH2:19][CH2:20][C:5]=2[N:4]([C:22]2[CH:27]=[CH:26][CH:25]=[C:24]([C:28]([F:30])([F:31])[F:29])[CH:23]=2)[C:3]1=[O:32]. (8) Given the reactants [CH3:1][C:2]1[C:6]([C:7]2[CH:8]=[C:9]([F:24])[C:10]([NH2:23])=[C:11]3[C:16]=2[O:15][CH2:14][C:13]([C:17]2[CH:18]=[N:19][CH:20]=[CH:21][CH:22]=2)=[N:12]3)=[C:5]([CH3:25])[O:4][N:3]=1.[BH4-].[Na+], predict the reaction product. The product is: [CH3:1][C:2]1[C:6]([C:7]2[CH:8]=[C:9]([F:24])[C:10]([NH2:23])=[C:11]3[C:16]=2[O:15][CH2:14][CH:13]([C:17]2[CH:18]=[N:19][CH:20]=[CH:21][CH:22]=2)[NH:12]3)=[C:5]([CH3:25])[O:4][N:3]=1. (9) Given the reactants [NH2:1][C:2]1[C:7]([C:8]#[N:9])=[C:6]([C:10]2[CH:11]=[N:12][C:13]([O:16][CH2:17][C@@H:18]3[CH2:22][O:21][C:20]([CH3:24])([CH3:23])[O:19]3)=[CH:14][CH:15]=2)[C:5]([C:25]#[N:26])=[C:4]([SH:27])[N:3]=1.Cl[CH2:29][C:30]1[N:31]=[C:32]([C:35]2[CH:40]=[CH:39][C:38]([Cl:41])=[CH:37][CH:36]=2)[O:33][CH:34]=1.C(=O)(O)[O-].[Na+], predict the reaction product. The product is: [NH2:1][C:2]1[C:7]([C:8]#[N:9])=[C:6]([C:10]2[CH:11]=[N:12][C:13]([O:16][CH2:17][C@@H:18]3[CH2:22][O:21][C:20]([CH3:24])([CH3:23])[O:19]3)=[CH:14][CH:15]=2)[C:5]([C:25]#[N:26])=[C:4]([S:27][CH2:29][C:30]2[N:31]=[C:32]([C:35]3[CH:40]=[CH:39][C:38]([Cl:41])=[CH:37][CH:36]=3)[O:33][CH:34]=2)[N:3]=1. (10) Given the reactants [CH3:1][C:2](C)([O-])C.[K+].[Br:7][C:8]1[C:13]([CH3:14])=[CH:12][CH:11]=[CH:10][C:9]=1[NH:15][CH2:16][CH2:17][OH:18].ClCC(OCC)=[O:22], predict the reaction product. The product is: [Br:7][C:8]1[C:13]([CH3:14])=[CH:12][CH:11]=[CH:10][C:9]=1[N:15]1[CH2:2][CH2:1][O:18][CH2:17][C:16]1=[O:22].